Dataset: Catalyst prediction with 721,799 reactions and 888 catalyst types from USPTO. Task: Predict which catalyst facilitates the given reaction. Reactant: C(O[C:6](=[O:32])[N:7]([CH2:9][C:10]1[CH:15]=[CH:14][C:13]([C:16]2[C:17]3[CH:24]=[C:23]([C:25]4[CH:26]=[N:27][N:28]([CH3:30])[CH:29]=4)[NH:22][C:18]=3[N:19]=[CH:20][N:21]=2)=[CH:12][C:11]=1[F:31])C)(C)(C)C.C(O)(C(F)(F)F)=O.N1(C(N2C=CN=C2)=O)C=CN=C1.CCN(C(C)C)C(C)C.[C:61]([O:65][CH:66]1[CH2:69][NH:68][CH2:67]1)([CH3:64])([CH3:63])[CH3:62]. Product: [F:31][C:11]1[CH:12]=[C:13]([C:16]2[C:17]3[CH:24]=[C:23]([C:25]4[CH:26]=[N:27][N:28]([CH3:30])[CH:29]=4)[NH:22][C:18]=3[N:19]=[CH:20][N:21]=2)[CH:14]=[CH:15][C:10]=1[CH2:9][NH:7][C:6]([N:68]1[CH2:69][CH:66]([O:65][C:61]([CH3:64])([CH3:63])[CH3:62])[CH2:67]1)=[O:32]. The catalyst class is: 795.